From a dataset of Full USPTO retrosynthesis dataset with 1.9M reactions from patents (1976-2016). Predict the reactants needed to synthesize the given product. Given the product [CH3:1][NH:2][C:3](=[O:20])[C@H:4]([CH2:16][CH:17]([CH3:19])[CH3:18])[NH2:5], predict the reactants needed to synthesize it. The reactants are: [CH3:1][NH:2][C:3](=[O:20])[C@H:4]([CH2:16][CH:17]([CH3:19])[CH3:18])[NH:5]C(OCC1C=CC=CC=1)=O.[H][H].